This data is from Reaction yield outcomes from USPTO patents with 853,638 reactions. The task is: Predict the reaction yield, written as a fraction of the theoretical maximum amount of product (1.0 means a 100% yield; for example, 0.34 means a 34% yield). (1) The reactants are [CH2:1]([C:5]1[N:6]=[C:7]([CH3:27])[NH:8][C:9](=[O:26])[C:10]=1[CH2:11][C:12]1[CH:17]=[CH:16][C:15]([C:18]2[C:19]([C:24]#[N:25])=[CH:20][CH:21]=[CH:22][CH:23]=2)=[CH:14][CH:13]=1)[CH2:2][CH2:3][CH3:4].[H-].[Na+].CN(C)C=O.Br[CH2:36][CH2:37][OH:38]. The catalyst is C(OCC)(=O)C. The product is [CH2:1]([C:5]1[N:6]=[C:7]([CH3:27])[N:8]([CH2:36][CH2:37][OH:38])[C:9](=[O:26])[C:10]=1[CH2:11][C:12]1[CH:17]=[CH:16][C:15]([C:18]2[C:19]([C:24]#[N:25])=[CH:20][CH:21]=[CH:22][CH:23]=2)=[CH:14][CH:13]=1)[CH2:2][CH2:3][CH3:4]. The yield is 0.230. (2) The reactants are C(OC(=O)[NH:7][C:8]1[CH:12]=[C:11]([C:13]2[CH:18]=[CH:17][C:16]([CH3:19])=[CH:15][CH:14]=2)[N:10]([C:20]2[CH:25]=[C:24](C#N)[CH:23]=[CH:22][N:21]=2)[N:9]=1)(C)(C)C.[C:29]([OH:35])(C(F)(F)F)=[O:30]. No catalyst specified. The product is [NH2:7][C:8]1[CH:12]=[C:11]([C:13]2[CH:14]=[CH:15][C:16]([CH3:19])=[CH:17][CH:18]=2)[N:10]([C:20]2[CH:25]=[C:24]([C:29]([OH:35])=[O:30])[CH:23]=[CH:22][N:21]=2)[N:9]=1. The yield is 0.480. (3) The reactants are Cl.[N+:2]([C:5]1[C:6]([NH:11][CH2:12][C@@H:13]2[CH2:17][CH2:16][NH:15][CH2:14]2)=[N:7][CH:8]=[CH:9][CH:10]=1)([O-:4])=[O:3].C(N(C(C)C)CC)(C)C.[CH:27]1([C:30](Cl)=[O:31])[CH2:29][CH2:28]1. The catalyst is C(#N)C.[Cl-].[Na+].O. The product is [CH:27]1([C:30]([N:15]2[CH2:16][CH2:17][C@@H:13]([CH2:12][NH:11][C:6]3[C:5]([N+:2]([O-:4])=[O:3])=[CH:10][CH:9]=[CH:8][N:7]=3)[CH2:14]2)=[O:31])[CH2:29][CH2:28]1. The yield is 0.850. (4) The reactants are [OH:1][C:2]1[CH:7]=[CH:6][C:5]([C:8]2[CH:13]=[CH:12][CH:11]=[C:10]([C:14]#[N:15])[CH:9]=2)=[CH:4][C:3]=1[C:16]1[C:17]([N+:27]([O-:29])=[O:28])=[N:18][N:19]([CH:21]2[CH2:26][CH2:25][CH2:24][CH2:23][O:22]2)[CH:20]=1.C(=O)([O-])[O-].[K+].[K+].[Cl:36][C:37]1[C:38](F)=[CH:39][C:40]([F:63])=[C:41]([S:43]([N:46]([CH2:52][C:53]2[CH:58]=[CH:57][C:56]([O:59][CH3:60])=[CH:55][C:54]=2[O:61][CH3:62])[C:47]2[S:48][CH:49]=[N:50][N:51]=2)(=[O:45])=[O:44])[CH:42]=1. The catalyst is CS(C)=O. The product is [Cl:36][C:37]1[C:38]([O:1][C:2]2[CH:7]=[CH:6][C:5]([C:8]3[CH:13]=[CH:12][CH:11]=[C:10]([C:14]#[N:15])[CH:9]=3)=[CH:4][C:3]=2[C:16]2[C:17]([N+:27]([O-:29])=[O:28])=[N:18][N:19]([CH:21]3[CH2:26][CH2:25][CH2:24][CH2:23][O:22]3)[CH:20]=2)=[CH:39][C:40]([F:63])=[C:41]([S:43]([N:46]([CH2:52][C:53]2[CH:58]=[CH:57][C:56]([O:59][CH3:60])=[CH:55][C:54]=2[O:61][CH3:62])[C:47]2[S:48][CH:49]=[N:50][N:51]=2)(=[O:44])=[O:45])[CH:42]=1. The yield is 0.850. (5) The reactants are Cl[C:2]1[CH:7]=[C:6]([C:8]([F:11])([F:10])[F:9])[N:5]=[C:4]([C:12]2[CH:17]=[CH:16][CH:15]=[CH:14][N:13]=2)[N:3]=1.[CH3:18][CH2:19][O:20][C:21]1[CH:26]=[CH:25][CH:24]=[C:23]([NH2:27])[CH:22]=1.Cl.[OH-].[Na+]. The catalyst is O.C(O)C. The product is [CH2:19]([O:20][C:21]1[CH:22]=[C:23]([CH:24]=[CH:25][CH:26]=1)[NH:27][C:2]1[CH:7]=[C:6]([C:8]([F:11])([F:10])[F:9])[N:5]=[C:4]([C:12]2[CH:17]=[CH:16][CH:15]=[CH:14][N:13]=2)[N:3]=1)[CH3:18]. The yield is 0.630. (6) The reactants are C([O:3][C:4](=O)[CH:5]=[CH:6][C:7]([CH3:21])=[CH:8][CH:9]([S:11][C:12]1[CH:17]=[CH:16][C:15]([N:18]([CH3:20])[CH3:19])=[CH:14][CH:13]=1)[CH3:10])C.[NH2:23][OH:24].[OH-].[K+].CO.Cl. The catalyst is C1COCC1.O. The product is [OH:24][NH:23][C:4](=[O:3])[CH:5]=[CH:6][C:7]([CH3:21])=[CH:8][CH:9]([S:11][C:12]1[CH:17]=[CH:16][C:15]([N:18]([CH3:20])[CH3:19])=[CH:14][CH:13]=1)[CH3:10]. The yield is 0.520. (7) The reactants are Cl[C:2]1[C:11]([N:12]([CH3:16])[CH:13]([CH3:15])[CH3:14])=[N:10][C:9]2[C:4](=[CH:5][CH:6]=[C:7]([C:17]([O:19][CH3:20])=[O:18])[CH:8]=2)[N:3]=1.CC1(C)C(C)(C)OB([C:29]2[O:30][CH:31]=[CH:32][C:33]=2[C:34]2[CH:39]=[CH:38][CH:37]=[CH:36][CH:35]=2)O1.[O-]P([O-])([O-])=O.[K+].[K+].[K+]. The catalyst is O1CCOCC1.O.C1C=CC([P]([Pd]([P](C2C=CC=CC=2)(C2C=CC=CC=2)C2C=CC=CC=2)([P](C2C=CC=CC=2)(C2C=CC=CC=2)C2C=CC=CC=2)[P](C2C=CC=CC=2)(C2C=CC=CC=2)C2C=CC=CC=2)(C2C=CC=CC=2)C2C=CC=CC=2)=CC=1. The product is [CH3:16][N:12]([CH:13]([CH3:15])[CH3:14])[C:11]1[C:2]([C:29]2[O:30][CH:31]=[CH:32][C:33]=2[C:34]2[CH:39]=[CH:38][CH:37]=[CH:36][CH:35]=2)=[N:3][C:4]2[C:9]([N:10]=1)=[CH:8][C:7]([C:17]([O:19][CH3:20])=[O:18])=[CH:6][CH:5]=2. The yield is 0.730. (8) The reactants are [C:1]([C@H:5]1[CH2:10][CH2:9][C@H:8]([O:11][C:12]2[CH:13]=[C:14]3[C:19](=[CH:20][CH:21]=2)[N:18]=[C:17]([CH2:22][N:23]2[CH2:28][CH2:27][CH:26]([C:29]([O:31]C)=[O:30])[CH2:25][CH2:24]2)[N:16]=[CH:15]3)[CH2:7][CH2:6]1)([CH3:4])([CH3:3])[CH3:2].[OH-].[Na+].Cl. The catalyst is CCO. The product is [C:1]([C@H:5]1[CH2:6][CH2:7][C@H:8]([O:11][C:12]2[CH:13]=[C:14]3[C:19](=[CH:20][CH:21]=2)[N:18]=[C:17]([CH2:22][N:23]2[CH2:28][CH2:27][CH:26]([C:29]([OH:31])=[O:30])[CH2:25][CH2:24]2)[N:16]=[CH:15]3)[CH2:9][CH2:10]1)([CH3:4])([CH3:2])[CH3:3]. The yield is 0.750. (9) The reactants are [F:1][C:2]1[CH:3]=[C:4]2[C:8](=[CH:9][CH:10]=1)[NH:7][CH:6]=[C:5]2[CH2:11][CH2:12][CH2:13][NH:14][CH:15]1[CH2:24][C:23]2[C:22]([C:25]([NH2:27])=[O:26])=[CH:21][CH:20]=[CH:19][C:18]=2[O:17][CH2:16]1.[CH3:28][CH:29]([CH3:32])[CH:30]=O.C(O)(=O)C.C([BH3-])#N.[Na+]. The catalyst is CO. The product is [F:1][C:2]1[CH:3]=[C:4]2[C:8](=[CH:9][CH:10]=1)[NH:7][CH:6]=[C:5]2[CH2:11][CH2:12][CH2:13][N:14]([CH2:28][CH:29]([CH3:32])[CH3:30])[CH:15]1[CH2:24][C:23]2[C:22]([C:25]([NH2:27])=[O:26])=[CH:21][CH:20]=[CH:19][C:18]=2[O:17][CH2:16]1. The yield is 0.760.